From a dataset of Forward reaction prediction with 1.9M reactions from USPTO patents (1976-2016). Predict the product of the given reaction. (1) The product is: [Cl:3][C:4]1[CH:17]=[CH:16][CH:15]=[CH:14][C:5]=1[CH2:6][N:7]1[C:11]([CH3:12])=[C:10]([CH3:13])[N:9]=[C:8]1[CH2:1][OH:2]. Given the reactants [CH2:1]=[O:2].[Cl:3][C:4]1[CH:17]=[CH:16][CH:15]=[CH:14][C:5]=1[CH2:6][N:7]1[C:11]([CH3:12])=[C:10]([CH3:13])[N:9]=[CH:8]1, predict the reaction product. (2) The product is: [Br:19][CH2:11][C:3]1[CH:4]=[CH:5][C:6]([C:8](=[O:10])[CH3:9])=[N:7][C:2]=1[Cl:1]. Given the reactants [Cl:1][C:2]1[N:7]=[C:6]([C:8](=[O:10])[CH3:9])[CH:5]=[CH:4][C:3]=1[CH3:11].C1C(=O)N([Br:19])C(=O)C1, predict the reaction product. (3) Given the reactants [OH:1][C:2]1[CH:3]=[C:4]([CH:14]=[C:15]([O:17][C@@H:18]([CH3:21])[CH2:19][CH3:20])[CH:16]=1)[C:5]([NH:7][C:8]1[CH:12]=[CH:11][N:10]([CH3:13])[N:9]=1)=[O:6].[N:22]1([C:26]([C:28]2[CH:29]=[C:30]([Cl:35])[C:31](Cl)=[N:32][CH:33]=2)=[O:27])[CH2:25][CH2:24][CH2:23]1.C(=O)([O-])[O-].[K+].[K+], predict the reaction product. The product is: [N:22]1([C:26]([C:28]2[CH:29]=[C:30]([Cl:35])[C:31]([O:1][C:2]3[CH:3]=[C:4]([CH:14]=[C:15]([O:17][C@@H:18]([CH3:21])[CH2:19][CH3:20])[CH:16]=3)[C:5]([NH:7][C:8]3[CH:12]=[CH:11][N:10]([CH3:13])[N:9]=3)=[O:6])=[N:32][CH:33]=2)=[O:27])[CH2:25][CH2:24][CH2:23]1. (4) Given the reactants [CH3:1][N:2]([CH3:14])[CH2:3][CH2:4][O:5][C:6]1[CH:7]=[C:8]([CH:11]=[CH:12][CH:13]=1)[C:9]#[N:10].[H-].[Al+3].[Li+].[H-].[H-].[H-].C(OCC)(=O)C, predict the reaction product. The product is: [NH2:10][CH2:9][C:8]1[CH:7]=[C:6]([CH:13]=[CH:12][CH:11]=1)[O:5][CH2:4][CH2:3][N:2]([CH3:1])[CH3:14].